This data is from NCI-60 drug combinations with 297,098 pairs across 59 cell lines. The task is: Regression. Given two drug SMILES strings and cell line genomic features, predict the synergy score measuring deviation from expected non-interaction effect. (1) Drug 1: CC1=C(C(CCC1)(C)C)C=CC(=CC=CC(=CC(=O)O)C)C. Drug 2: CC1CCC2CC(C(=CC=CC=CC(CC(C(=O)C(C(C(=CC(C(=O)CC(OC(=O)C3CCCCN3C(=O)C(=O)C1(O2)O)C(C)CC4CCC(C(C4)OC)OCCO)C)C)O)OC)C)C)C)OC. Cell line: SW-620. Synergy scores: CSS=1.84, Synergy_ZIP=1.31, Synergy_Bliss=1.86, Synergy_Loewe=-5.49, Synergy_HSA=-1.99. (2) Drug 1: C1CN(CCN1C(=O)CCBr)C(=O)CCBr. Drug 2: CC1C(C(CC(O1)OC2CC(CC3=C2C(=C4C(=C3O)C(=O)C5=C(C4=O)C(=CC=C5)OC)O)(C(=O)CO)O)N)O.Cl. Cell line: HT29. Synergy scores: CSS=41.2, Synergy_ZIP=-3.13, Synergy_Bliss=-3.02, Synergy_Loewe=-4.80, Synergy_HSA=-0.473. (3) Drug 1: CC1=C(C(CCC1)(C)C)C=CC(=CC=CC(=CC(=O)O)C)C. Drug 2: CC(C)NC(=O)C1=CC=C(C=C1)CNNC.Cl. Cell line: SK-OV-3. Synergy scores: CSS=1.54, Synergy_ZIP=0.703, Synergy_Bliss=4.27, Synergy_Loewe=2.93, Synergy_HSA=3.28. (4) Drug 1: CCC(=C(C1=CC=CC=C1)C2=CC=C(C=C2)OCCN(C)C)C3=CC=CC=C3.C(C(=O)O)C(CC(=O)O)(C(=O)O)O. Drug 2: CC1=C2C(C(=O)C3(C(CC4C(C3C(C(C2(C)C)(CC1OC(=O)C(C(C5=CC=CC=C5)NC(=O)C6=CC=CC=C6)O)O)OC(=O)C7=CC=CC=C7)(CO4)OC(=O)C)O)C)OC(=O)C. Cell line: COLO 205. Synergy scores: CSS=23.1, Synergy_ZIP=18.9, Synergy_Bliss=20.4, Synergy_Loewe=16.5, Synergy_HSA=19.7.